From a dataset of Full USPTO retrosynthesis dataset with 1.9M reactions from patents (1976-2016). Predict the reactants needed to synthesize the given product. (1) Given the product [NH2:1][C:2]1[C:3]2[N:4]([C:8]([C@@H:12]3[CH2:16][CH2:15][CH2:14][NH:13]3)=[N:9][C:10]=2[C:41]2[CH:42]=[CH:43][C:38]([C:37]([NH:36][C:32]3[CH:31]=[C:30]([CH2:27][CH2:28][CH3:29])[CH:35]=[CH:34][N:33]=3)=[O:53])=[CH:39][CH:40]=2)[CH:5]=[CH:6][N:7]=1, predict the reactants needed to synthesize it. The reactants are: [NH2:1][C:2]1[C:3]2[N:4]([C:8]([C@@H:12]3[CH2:16][CH2:15][CH2:14][N:13]3C(OCC3C=CC=CC=3)=O)=[N:9][C:10]=2Br)[CH:5]=[CH:6][N:7]=1.[CH2:27]([C:30]1[CH:35]=[CH:34][N:33]=[C:32]([NH:36][C:37](=[O:53])[C:38]2[CH:43]=[CH:42][C:41](B3OC(C)(C)C(C)(C)O3)=[CH:40][CH:39]=2)[CH:31]=1)[CH2:28][CH3:29]. (2) The reactants are: Br[C:2]1[CH:23]=[CH:22][C:5]([C:6]([NH:8][S:9]([C:12]2[CH:17]=[CH:16][CH:15]=[CH:14][C:13]=2[S:18](=[O:21])(=[O:20])[NH2:19])(=[O:11])=[O:10])=[O:7])=[CH:4][C:3]=1[O:24][CH2:25][CH2:26][C:27]([F:30])([F:29])[F:28].[C:31]1([C:37]#[CH:38])[CH:36]=[CH:35][CH:34]=[CH:33][CH:32]=1. Given the product [C:31]1([C:37]#[C:38][C:2]2[CH:23]=[CH:22][C:5]([C:6]([NH:8][S:9]([C:12]3[CH:17]=[CH:16][CH:15]=[CH:14][C:13]=3[S:18](=[O:21])(=[O:20])[NH2:19])(=[O:11])=[O:10])=[O:7])=[CH:4][C:3]=2[O:24][CH2:25][CH2:26][C:27]([F:30])([F:29])[F:28])[CH:36]=[CH:35][CH:34]=[CH:33][CH:32]=1, predict the reactants needed to synthesize it. (3) Given the product [CH3:1][O:2][C:3]1[S:4][C:5]([C:9]2[S:10][C:11]([C:19]3[S:4][C:3]([O:2][CH3:1])=[CH:7][CH:6]=3)=[C:12]3[O:17][CH2:16][CH2:15][O:14][C:13]=23)=[CH:6][CH:7]=1, predict the reactants needed to synthesize it. The reactants are: [CH3:1][O:2][C:3]1[S:4][CH:5]=[CH:6][CH:7]=1.Br[C:9]1[S:10][C:11](Br)=[C:12]2[O:17][CH2:16][CH2:15][O:14][C:13]=12.[CH4:19]. (4) Given the product [Cl:1][C:2]1[N:11]=[CH:10][C:9]2[N:8]([CH2:21][CH:22]3[CH2:24][CH2:23]3)[C:7](=[O:12])[C@H:6]3[CH2:13][O:14][CH:15]([CH3:17])[CH2:16][N:5]3[C:4]=2[N:3]=1, predict the reactants needed to synthesize it. The reactants are: [Cl:1][C:2]1[N:11]=[CH:10][C:9]2[NH:8][C:7](=[O:12])[C@H:6]3[CH2:13][O:14][CH:15]([CH3:17])[CH2:16][N:5]3[C:4]=2[N:3]=1.[H-].[Na+].Br[CH2:21][CH:22]1[CH2:24][CH2:23]1. (5) Given the product [C:1]([O:5][C:6]([N:8]([O:30][C:31]([O:33][C:34]([CH3:37])([CH3:36])[CH3:35])=[O:32])[C:9]1([CH3:29])[C:13](=[O:14])[N:12]([CH3:15])[N:11]=[C:10]1[C:16]1[CH:21]=[CH:20][C:19]([S:22]([CH3:24])(=[O:46])=[O:23])=[C:18]([C:25]([F:28])([F:27])[F:26])[CH:17]=1)=[O:7])([CH3:4])([CH3:2])[CH3:3], predict the reactants needed to synthesize it. The reactants are: [C:1]([O:5][C:6]([N:8]([O:30][C:31]([O:33][C:34]([CH3:37])([CH3:36])[CH3:35])=[O:32])[C:9]1([CH3:29])[C:13](=[O:14])[N:12]([CH3:15])[N:11]=[C:10]1[C:16]1[CH:21]=[CH:20][C:19]([S:22]([CH3:24])=[O:23])=[C:18]([C:25]([F:28])([F:27])[F:26])[CH:17]=1)=[O:7])([CH3:4])([CH3:3])[CH3:2].C1C=C(Cl)C=C(C(OO)=[O:46])C=1. (6) Given the product [C:1]1([S:7]([C:8]2[CH:16]=[CH:15][C:11]([C:12]([OH:14])=[O:13])=[CH:10][CH:9]=2)=[O:50])[CH:2]=[CH:3][CH:4]=[CH:5][CH:6]=1, predict the reactants needed to synthesize it. The reactants are: [C:1]1([S:7][C:8]2[CH:16]=[CH:15][C:11]([C:12]([OH:14])=[O:13])=[CH:10][CH:9]=2)[CH:6]=[CH:5][CH:4]=[CH:3][CH:2]=1.[Br-].[Br-].[Br-].C1([N+](C)(C)C)C=CC=CC=1.C1([N+](C)(C)C)C=CC=CC=1.C1([N+](C)(C)C)C=CC=CC=1.[OH2:50]. (7) Given the product [CH:11]([N:4]1[C:5]2[CH:10]=[CH:9][N:8]=[CH:7][C:6]=2[C:2]([C:42]([C:24]2[CH:25]=[C:26]([N:27]([C:35]([O:37][C:38]([CH3:41])([CH3:40])[CH3:39])=[O:36])[C:28]([O:30][C:31]([CH3:32])([CH3:33])[CH3:34])=[O:29])[C:21]([O:20][CH3:19])=[N:22][CH:23]=2)=[O:47])=[CH:3]1)([CH3:13])[CH3:12], predict the reactants needed to synthesize it. The reactants are: I[C:2]1[C:6]2[CH:7]=[N:8][CH:9]=[CH:10][C:5]=2[N:4]([CH:11]([CH3:13])[CH3:12])[CH:3]=1.[Li]CCCC.[CH3:19][O:20][C:21]1[C:26]([N:27]([C:35]([O:37][C:38]([CH3:41])([CH3:40])[CH3:39])=[O:36])[C:28]([O:30][C:31]([CH3:34])([CH3:33])[CH3:32])=[O:29])=[CH:25][C:24]([C:42](=[O:47])N(OC)C)=[CH:23][N:22]=1. (8) Given the product [CH:1]1([NH:8][C:9]2[CH:10]=[C:11]3[C:15](=[CH:16][CH:17]=2)[NH:14][N:13]=[CH:12]3)[CH2:6][CH2:5][CH2:4][CH2:3][CH2:2]1, predict the reactants needed to synthesize it. The reactants are: [C:1]1(=O)[CH2:6][CH2:5][CH2:4][CH2:3][CH2:2]1.[NH2:8][C:9]1[CH:10]=[C:11]2[C:15](=[CH:16][CH:17]=1)[NH:14][N:13]=[CH:12]2.C(O)(=O)C.C(=O)([O-])O.[Na+].